From a dataset of Reaction yield outcomes from USPTO patents with 853,638 reactions. Predict the reaction yield, written as a fraction of the theoretical maximum amount of product (1.0 means a 100% yield; for example, 0.34 means a 34% yield). The reactants are [NH2:1][C:2]1[CH:7]=[CH:6][CH:5]=[CH:4][N:3]=1.[F:8][CH:9]([F:13])[C:10](O)=[O:11].CCN=C=NCCCN(C)C.Cl. The catalyst is ClCCl.CN(C1C=CN=CC=1)C. The product is [F:8][CH:9]([F:13])[C:10]([N:1]=[C:2]1[CH:7]=[CH:6][CH:5]=[CH:4][NH:3]1)=[O:11]. The yield is 0.140.